Dataset: Forward reaction prediction with 1.9M reactions from USPTO patents (1976-2016). Task: Predict the product of the given reaction. (1) Given the reactants [C:1]([O:7][CH2:8][C@H:9]([C:15]1[C:37]([CH3:38])=[CH:36][C:18]2[N:19]=[C:20]([C:22]3[CH:27]=[CH:26][CH:25]=[C:24]([O:28][CH2:29][C:30]4[CH:35]=[CH:34][CH:33]=[CH:32][CH:31]=4)[CH:23]=3)[S:21][C:17]=2[C:16]=1Br)[O:10][C:11]([CH3:14])([CH3:13])[CH3:12])(=[O:6])[C:2]([CH3:5])([CH3:4])[CH3:3].[Cl:40][C:41]1[CH:46]=[CH:45][C:44](B(O)O)=[CH:43][CH:42]=1.C([O-])([O-])=O.[K+].[K+], predict the reaction product. The product is: [C:1]([O:7][CH2:8][C@H:9]([C:15]1[C:37]([CH3:38])=[CH:36][C:18]2[N:19]=[C:20]([C:22]3[CH:27]=[CH:26][CH:25]=[C:24]([O:28][CH2:29][C:30]4[CH:35]=[CH:34][CH:33]=[CH:32][CH:31]=4)[CH:23]=3)[S:21][C:17]=2[C:16]=1[C:44]1[CH:45]=[CH:46][C:41]([Cl:40])=[CH:42][CH:43]=1)[O:10][C:11]([CH3:14])([CH3:13])[CH3:12])(=[O:6])[C:2]([CH3:5])([CH3:4])[CH3:3]. (2) Given the reactants [NH2:1][C@H:2]([C:6]([NH:8][C@H:9]([C:11]([OH:13])=[O:12])[CH3:10])=[O:7])[CH:3]([CH3:5])[CH3:4].C([O-])([O-])=O.[Na+].[Na+].[C:20](Cl)([O:22][CH2:23][CH:24]1[C:36]2[C:31](=[CH:32][CH:33]=[CH:34][CH:35]=2)[C:30]2[C:25]1=[CH:26][CH:27]=[CH:28][CH:29]=2)=[O:21], predict the reaction product. The product is: [CH:35]1[C:36]2[CH:24]([CH2:23][O:22][C:20]([NH:1][C@@H:2]([CH:3]([CH3:5])[CH3:4])[C:6]([NH:8][C@@H:9]([CH3:10])[C:11]([OH:13])=[O:12])=[O:7])=[O:21])[C:25]3[C:30](=[CH:29][CH:28]=[CH:27][CH:26]=3)[C:31]=2[CH:32]=[CH:33][CH:34]=1. (3) Given the reactants F[C:2]1[CH:28]=[CH:27][C:5]2[N:6]=[C:7]([C:9]3[C:10]([NH2:26])=[N:11][CH:12]=[C:13]([C:15]4[CH:16]=[N:17][N:18]([CH:20]5[CH2:25][CH2:24][NH:23][CH2:22][CH2:21]5)[CH:19]=4)[CH:14]=3)[S:8][C:4]=2[CH:3]=1.[Cl:29]C1SC2C=CC(Cl)=CC=2N=1, predict the reaction product. The product is: [Cl:29][C:28]1[CH:2]=[CH:3][C:4]2[S:8][C:7]([C:9]3[C:10]([NH2:26])=[N:11][CH:12]=[C:13]([C:15]4[CH:16]=[N:17][N:18]([CH:20]5[CH2:25][CH2:24][NH:23][CH2:22][CH2:21]5)[CH:19]=4)[CH:14]=3)=[N:6][C:5]=2[CH:27]=1. (4) Given the reactants [CH2:1]([C:3]1[S:7][C:6]([CH:8]=O)=[CH:5][CH:4]=1)[CH3:2].[CH2:10]([NH:17][C:18]([C:20]1[S:24][C:23]([N:25]2[CH2:30][CH2:29][CH2:28][CH2:27][C:26]2=[O:31])=[N:22][C:21]=1[CH3:32])=[O:19])[C:11]1[CH:16]=[CH:15][CH:14]=[CH:13][CH:12]=1, predict the reaction product. The product is: [CH2:10]([NH:17][C:18]([C:20]1[S:24][C:23]([N:25]2[CH2:30][CH2:29][CH2:28][C:27](=[CH:8][C:6]3[S:7][C:3]([CH2:1][CH3:2])=[CH:4][CH:5]=3)[C:26]2=[O:31])=[N:22][C:21]=1[CH3:32])=[O:19])[C:11]1[CH:16]=[CH:15][CH:14]=[CH:13][CH:12]=1. (5) Given the reactants [NH2:1][CH2:2]/[C:3](/[CH3:29])=[CH:4]/[C:5]1[CH:26]=[C:25]([F:27])[C:8]([O:9][C:10]2[CH:15]=[CH:14][C:13]([S:16]([NH:19][CH2:20][CH2:21][N:22]([CH3:24])[CH3:23])(=[O:18])=[O:17])=[CH:12][CH:11]=2)=[C:7]([F:28])[CH:6]=1.Cl.[N:31]1([CH:36](N)[NH2:37])C=CC=N1, predict the reaction product. The product is: [F:28][C:7]1[CH:6]=[C:5](/[CH:4]=[C:3](\[CH3:29])/[CH2:2][NH:1][C:36]([NH2:37])=[NH:31])[CH:26]=[C:25]([F:27])[C:8]=1[O:9][C:10]1[CH:15]=[CH:14][C:13]([S:16]([NH:19][CH2:20][CH2:21][N:22]([CH3:24])[CH3:23])(=[O:17])=[O:18])=[CH:12][CH:11]=1. (6) Given the reactants [F:1][C:2]1[CH:24]=[CH:23][C:5]([CH2:6][CH2:7][C:8]2[S:9][C:10]3[N:11]=[CH:12][N:13]=[C:14]([N:17]4[CH2:22][CH2:21][NH:20][CH2:19][CH2:18]4)[C:15]=3[N:16]=2)=[CH:4][CH:3]=1.[Cl:25][C:26]1[CH:36]=[CH:35][C:29]([O:30][CH2:31][C:32](O)=[O:33])=[CH:28][CH:27]=1, predict the reaction product. The product is: [F:1][C:2]1[CH:24]=[CH:23][C:5]([CH2:6][CH2:7][C:8]2[S:9][C:10]3[N:11]=[CH:12][N:13]=[C:14]([N:17]4[CH2:22][CH2:21][N:20]([C:32](=[O:33])[CH2:31][O:30][C:29]5[CH:35]=[CH:36][C:26]([Cl:25])=[CH:27][CH:28]=5)[CH2:19][CH2:18]4)[C:15]=3[N:16]=2)=[CH:4][CH:3]=1. (7) The product is: [C:1]([O:5][C:6](=[O:18])[NH:7][C:8]1[CH:13]=[C:12]([NH2:14])[CH:11]=[CH:10][C:9]=1[F:17])([CH3:4])([CH3:2])[CH3:3]. Given the reactants [C:1]([O:5][C:6](=[O:18])[NH:7][C:8]1[CH:13]=[C:12]([N+:14]([O-])=O)[CH:11]=[CH:10][C:9]=1[F:17])([CH3:4])([CH3:3])[CH3:2].C(OC(N(C1C=C([N+]([O-])=O)C=CC=1F)C(OC(C)(C)C)=O)=O)(C)(C)C.O1CCCC1.C(=O)([O-])[O-].[K+].[K+], predict the reaction product. (8) Given the reactants C1C2C(COC(=O)[NH:17][C:18]([NH:20][C@@:21]3([C:30]4[CH:35]=[CH:34][CH:33]=[CH:32][C:31]=4[F:36])[CH2:25][C@H:24]([O:26][CH3:27])[CH2:23][C@H:22]3[CH2:28]O)=[S:19])C3C(=CC=CC=3)C=2C=CC=1, predict the reaction product. The product is: [F:36][C:31]1[CH:32]=[CH:33][CH:34]=[CH:35][C:30]=1[C@:21]12[CH2:25][C@@H:24]([O:26][CH3:27])[CH2:23][C@H:22]1[CH2:28][S:19][C:18]([NH2:17])=[N:20]2. (9) Given the reactants [P:1]([O-:12])([O:7][C:8]([CH3:11])([CH3:10])[CH3:9])[O:2][C:3]([CH3:6])([CH3:5])[CH3:4].C[Si]([N-][Si](C)(C)C)(C)C.[Li+].[Br:23][CH2:24][C:25]1[CH:32]=[CH:31][C:28]([CH:29]=[O:30])=[C:27]([Br:33])[CH:26]=1.C([O-])(=O)C.[NH4+], predict the reaction product. The product is: [Br:33][C:27]1[CH:26]=[C:25]([CH2:24][Br:23])[CH:32]=[CH:31][C:28]=1[CH:29]([P:1](=[O:12])([O:7][C:8]([CH3:11])([CH3:10])[CH3:9])[O:2][C:3]([CH3:5])([CH3:6])[CH3:4])[OH:30].